This data is from Catalyst prediction with 721,799 reactions and 888 catalyst types from USPTO. The task is: Predict which catalyst facilitates the given reaction. (1) Reactant: [CH2:1]([O:8][N:9]1[C:14]2[N:15]=[CH:16][N:17]=[C:18](Cl)[C:13]=2[C:12]([OH:20])=[C:11]([C:21]([O:23][CH2:24][CH3:25])=[O:22])[C:10]1=[O:26])[C:2]1[CH:7]=[CH:6][CH:5]=[CH:4][CH:3]=1.[CH3:27][O-:28].[Na+].C(Cl)(Cl)Cl.Cl. Product: [CH2:1]([O:8][N:9]1[C:14]2[N:15]=[CH:16][N:17]=[C:18]([O:28][CH3:27])[C:13]=2[C:12]([OH:20])=[C:11]([C:21]([O:23][CH2:24][CH3:25])=[O:22])[C:10]1=[O:26])[C:2]1[CH:7]=[CH:6][CH:5]=[CH:4][CH:3]=1. The catalyst class is: 5. (2) Reactant: CC1C=CC(S(O[CH2:12][CH:13]2[O:18][C:17]3[CH:19]=[C:20]([F:23])[CH:21]=[CH:22][C:16]=3[O:15][CH2:14]2)(=O)=O)=CC=1.[CH3:24][NH2:25]. Product: [F:23][C:20]1[CH:21]=[CH:22][C:16]2[O:15][CH2:14][CH:13]([CH2:12][NH:25][CH3:24])[O:18][C:17]=2[CH:19]=1. The catalyst class is: 10. (3) Reactant: [F:1][C:2]1([F:13])[CH2:7][CH2:6][CH:5]([C:8](OCC)=[O:9])[CH2:4][CH2:3]1.Cl.[CH3:15][O:16][NH:17][CH3:18].C([Mg]Cl)(C)C. Product: [F:13][C:2]1([F:1])[CH2:3][CH2:4][CH:5]([C:8]([N:17]([O:16][CH3:15])[CH3:18])=[O:9])[CH2:6][CH2:7]1. The catalyst class is: 1. (4) Reactant: O=[C:2]([N:4]1[CH2:9][CH2:8][C:7]([C:12]2[CH:17]=[CH:16][C:15]([F:18])=[CH:14][CH:13]=2)([C:10]#[N:11])[CH2:6][CH2:5]1)[CH3:3].[H-].[H-].[H-].[H-].[Li+].[Al+3]. Product: [CH2:2]([N:4]1[CH2:5][CH2:6][C:7]([C:12]2[CH:13]=[CH:14][C:15]([F:18])=[CH:16][CH:17]=2)([CH2:10][NH2:11])[CH2:8][CH2:9]1)[CH3:3]. The catalyst class is: 1.